Dataset: Full USPTO retrosynthesis dataset with 1.9M reactions from patents (1976-2016). Task: Predict the reactants needed to synthesize the given product. (1) Given the product [Cl:1][C:2]1[N:3]=[CH:4][N:5]([C:7]2[N:8]=[CH:9][C:10]([NH2:15])=[CH:11][C:12]=2[O:13][CH3:14])[CH:6]=1, predict the reactants needed to synthesize it. The reactants are: [Cl:1][C:2]1[N:3]=[CH:4][N:5]([C:7]2[C:12]([O:13][CH3:14])=[CH:11][C:10]([N+:15]([O-])=O)=[CH:9][N:8]=2)[CH:6]=1.C(O)C.C(O)(=O)C.[OH-].[Na+]. (2) Given the product [CH2:1]([O:3][C:4]1[CH:9]=[CH:8][C:7]([C:10]2[C:11]([C:12]3[CH:17]=[CH:16][C:15]([S:18]([CH3:21])(=[O:20])=[O:19])=[CH:14][CH:13]=3)=[C:36]3[N:31]([N:32]=[CH:33][CH:34]=[CH:35]3)[N:30]=2)=[CH:6][CH:5]=1)[CH3:2], predict the reactants needed to synthesize it. The reactants are: [CH2:1]([O:3][C:4]1[CH:9]=[CH:8][C:7]([C:10](=O)[CH2:11][C:12]2[CH:17]=[CH:16][C:15]([S:18]([CH3:21])(=[O:20])=[O:19])=[CH:14][CH:13]=2)=[CH:6][CH:5]=1)[CH3:2].F[P-](F)(F)(F)(F)F.[NH2:30][N+:31]1[CH:36]=[CH:35][CH:34]=[CH:33][N:32]=1.CN(CCN(C)C)C.II.Cl.